From a dataset of Full USPTO retrosynthesis dataset with 1.9M reactions from patents (1976-2016). Predict the reactants needed to synthesize the given product. (1) Given the product [C:1]([O:5][C:6](=[O:37])[CH2:7][O:8][C:9]1[CH:14]=[CH:13][C:12]([NH:15][C:41]([NH:40][CH2:38][CH3:39])=[O:42])=[C:11]([C:16]([N:18]2[CH2:19][CH2:20][CH:21]([N:24]3[CH2:36][CH2:35][CH2:34][C:26]4([C:30](=[O:31])[O:29][C:28]([CH3:32])([CH3:33])[CH2:27]4)[CH2:25]3)[CH2:22][CH2:23]2)=[O:17])[CH:10]=1)([CH3:2])([CH3:3])[CH3:4], predict the reactants needed to synthesize it. The reactants are: [C:1]([O:5][C:6](=[O:37])[CH2:7][O:8][C:9]1[CH:14]=[CH:13][C:12]([NH2:15])=[C:11]([C:16]([N:18]2[CH2:23][CH2:22][CH:21]([N:24]3[CH2:36][CH2:35][CH2:34][C:26]4([C:30](=[O:31])[O:29][C:28]([CH3:33])([CH3:32])[CH2:27]4)[CH2:25]3)[CH2:20][CH2:19]2)=[O:17])[CH:10]=1)([CH3:4])([CH3:3])[CH3:2].[CH2:38]([N:40]=[C:41]=[O:42])[CH3:39].C(OC(C)C)(C)C. (2) Given the product [CH:1]1([O:6][C:7]([NH:9][C@@H:10]2[C:24](=[O:25])[N:23]3[CH2:26][C@H:27]([O:29][C:30]4[C:31]5[CH:44]=[CH:43][S:42][C:32]=5[N:33]=[C:34]([C:36]5[CH:41]=[CH:40][CH:39]=[CH:38][N:37]=5)[N:35]=4)[CH2:28][C@H:22]3[C:21](=[O:45])[NH:20][C@:19]3([C:47]([OH:49])=[O:48])[CH2:46][C@H:18]3[CH:17]=[CH:16][CH2:15][CH2:14][CH2:13][CH2:12][CH2:11]2)=[O:8])[CH2:5][CH2:4][CH2:3][CH2:2]1, predict the reactants needed to synthesize it. The reactants are: [CH:1]1([O:6][C:7]([NH:9][C@@H:10]2[C:24](=[O:25])[N:23]3[CH2:26][C@H:27]([O:29][C:30]4[C:31]5[CH:44]=[CH:43][S:42][C:32]=5[N:33]=[C:34]([C:36]5[CH:41]=[CH:40][CH:39]=[CH:38][N:37]=5)[N:35]=4)[CH2:28][C@H:22]3[C:21](=[O:45])[NH:20][C@:19]3([C:47]([O:49]C)=[O:48])[CH2:46][C@H:18]3[CH:17]=[CH:16][CH2:15][CH2:14][CH2:13][CH2:12][CH2:11]2)=[O:8])[CH2:5][CH2:4][CH2:3][CH2:2]1.O1CCCC1.[OH-].[Li+].